From a dataset of Full USPTO retrosynthesis dataset with 1.9M reactions from patents (1976-2016). Predict the reactants needed to synthesize the given product. (1) Given the product [C:1]([O:5][C:6]([N:8]1[CH2:12][C@H:11]([F:13])[CH2:10][C@H:9]1[C:14](=[O:29])[NH:15][CH2:16][C:17]1[CH:22]=[C:21]([C:23]([OH:25])=[O:24])[CH:20]=[C:19]([Cl:27])[C:18]=1[F:28])=[O:7])([CH3:4])([CH3:2])[CH3:3], predict the reactants needed to synthesize it. The reactants are: [C:1]([O:5][C:6]([N:8]1[CH2:12][C@H:11]([F:13])[CH2:10][C@H:9]1[C:14](=[O:29])[NH:15][CH2:16][C:17]1[CH:22]=[C:21]([C:23]([O:25]C)=[O:24])[CH:20]=[C:19]([Cl:27])[C:18]=1[F:28])=[O:7])([CH3:4])([CH3:3])[CH3:2].[Li+].[OH-]. (2) Given the product [CH3:65][O:64][C:61]1[CH:62]=[CH:63][C:58]([CH:57]([C:66]2[N:67]=[C:68]([NH2:72])[N:69]([CH3:71])[CH:70]=2)[CH2:56][C:53]2[CH:54]=[CH:55][C:50]([C:7]3[CH:6]=[CH:5][S:33][CH:2]=3)=[CH:51][CH:52]=2)=[CH:59][CH:60]=1, predict the reactants needed to synthesize it. The reactants are: C[C:2]1[C:7](P([C:7]2[C:2](C)=CC(C)=[C:5]([S:33]([O-])(=O)=O)[CH:6]=2)[C:7]2[C:2](C)=CC(C)=[C:5]([S:33]([O-])(=O)=O)[CH:6]=2)=[CH:6][C:5]([S:33]([O-])(=O)=O)=C(C)C=1.O.[Na+].[Na+].[Na+].C(NC(C)C)(C)C.Br[C:50]1[CH:55]=[CH:54][C:53]([CH2:56][CH:57]([C:66]2[N:67]=[C:68]([NH2:72])[N:69]([CH3:71])[CH:70]=2)[C:58]2[CH:63]=[CH:62][C:61]([O:64][CH3:65])=[CH:60][CH:59]=2)=[CH:52][CH:51]=1.S1C=CC(B(O)O)=C1. (3) Given the product [C:6]1([N:5]([CH:12]2[CH2:17][CH2:16][N:15]([C:18]([O:20][C:21]([CH3:24])([CH3:23])[CH3:22])=[O:19])[CH2:14][CH2:13]2)[C:3](=[O:4])[CH2:2][N:31]2[CH2:36][CH2:35][CH2:34][CH2:33][CH2:32]2)[CH:11]=[CH:10][CH:9]=[CH:8][CH:7]=1, predict the reactants needed to synthesize it. The reactants are: Cl[CH2:2][C:3]([N:5]([CH:12]1[CH2:17][CH2:16][N:15]([C:18]([O:20][C:21]([CH3:24])([CH3:23])[CH3:22])=[O:19])[CH2:14][CH2:13]1)[C:6]1[CH:11]=[CH:10][CH:9]=[CH:8][CH:7]=1)=[O:4].C(=O)([O-])[O-].[K+].[K+].[NH:31]1[CH2:36][CH2:35][CH2:34][CH2:33][CH2:32]1.O.